From a dataset of Catalyst prediction with 721,799 reactions and 888 catalyst types from USPTO. Predict which catalyst facilitates the given reaction. Product: [CH3:22][O:21][C:15]1[C:16]([O:19][CH3:20])=[CH:17][C:18]2[C:9]3[S:8][C:7]([C:23]([O:25][CH3:26])=[O:24])=[C:6]([NH:5][C:3](=[O:4])[C:2]([NH:39][C:38]4[CH:37]=[CH:36][C:35]([N:32]5[CH2:31][CH2:30][N:29]([CH3:28])[CH2:34][CH2:33]5)=[CH:41][CH:40]=4)=[O:27])[C:10]=3[CH:11]=[N:12][C:13]=2[CH:14]=1. The catalyst class is: 2. Reactant: Cl[C:2](=[O:27])[C:3]([NH:5][C:6]1[C:10]2[CH:11]=[N:12][C:13]3[CH:14]=[C:15]([O:21][CH3:22])[C:16]([O:19][CH3:20])=[CH:17][C:18]=3[C:9]=2[S:8][C:7]=1[C:23]([O:25][CH3:26])=[O:24])=[O:4].[CH3:28][N:29]1[CH2:34][CH2:33][N:32]([C:35]2[CH:41]=[CH:40][C:38]([NH2:39])=[CH:37][CH:36]=2)[CH2:31][CH2:30]1.CCN(CC)CC.